This data is from Catalyst prediction with 721,799 reactions and 888 catalyst types from USPTO. The task is: Predict which catalyst facilitates the given reaction. (1) Reactant: [CH3:1][O:2][CH2:3][CH2:4][NH:5][C:6]1[CH:14]=[CH:13][C:9]([C:10]([OH:12])=[O:11])=[CH:8][C:7]=1[N+:15]([O-])=O.[H][H]. Product: [NH2:15][C:7]1[CH:8]=[C:9]([CH:13]=[CH:14][C:6]=1[NH:5][CH2:4][CH2:3][O:2][CH3:1])[C:10]([OH:12])=[O:11]. The catalyst class is: 29. (2) Reactant: C1C=C(Cl)C=C(C(OO)=[O:9])C=1.[Br:12][C:13]1[CH:18]=[CH:17][C:16]([C:19]([N:22]2[CH2:27][CH2:26][C:25]([CH2:34][C:35]([CH3:37])=[CH2:36])([C:28]3[CH:33]=[CH:32][CH:31]=[CH:30][CH:29]=3)[O:24][C:23]2=[O:38])([CH3:21])[CH3:20])=[CH:15][CH:14]=1. Product: [Br:12][C:13]1[CH:18]=[CH:17][C:16]([C:19]([N:22]2[CH2:27][CH2:26][C:25]([CH2:34][C:35]3([CH3:37])[CH2:36][O:9]3)([C:28]3[CH:29]=[CH:30][CH:31]=[CH:32][CH:33]=3)[O:24][C:23]2=[O:38])([CH3:21])[CH3:20])=[CH:15][CH:14]=1. The catalyst class is: 2. (3) Reactant: C([O-])([O-])=O.[K+].[K+].Br[CH2:8][C:9]#[CH:10].[Cl:11][C:12]1[CH:17]=[CH:16][C:15]([C:18]2[CH:19]=[CH:20][C:21]([C:24]#[C:25][C:26]3[CH:39]=[CH:38][C:29]([O:30][CH2:31][CH2:32][NH:33][CH2:34][CH:35]4[CH2:37][CH2:36]4)=[C:28]([CH3:40])[CH:27]=3)=[N:22][CH:23]=2)=[CH:14][CH:13]=1. The catalyst class is: 3. Product: [Cl:11][C:12]1[CH:13]=[CH:14][C:15]([C:18]2[CH:19]=[CH:20][C:21]([C:24]#[C:25][C:26]3[CH:39]=[CH:38][C:29]([O:30][CH2:31][CH2:32][N:33]([CH2:34][CH:35]4[CH2:37][CH2:36]4)[CH2:10][C:9]#[CH:8])=[C:28]([CH3:40])[CH:27]=3)=[N:22][CH:23]=2)=[CH:16][CH:17]=1. (4) Reactant: [CH3:1][O:2][CH2:3][CH2:4][N:5]([CH2:33][CH2:34][CH3:35])[C:6]([C@H:8]1[CH2:13][CH2:12][C:11]2[C:14]3[C:19]([NH:20][C:21]4[CH:22]=[C:23]5[CH:31]=[N:30][NH:29][C:24]5=[N:25][C:26]=4[O:27]C)=[N:18][CH:17]=[N:16][C:15]=3[S:32][C:10]=2[CH2:9]1)=[O:7].C(O)C.Cl. Product: [OH:27][C:26]1[N:25]=[C:24]2[NH:29][N:30]=[CH:31][C:23]2=[CH:22][C:21]=1[NH:20][C:19]1[C:14]2[C:11]3[CH2:12][CH2:13][C@H:8]([C:6]([N:5]([CH2:4][CH2:3][O:2][CH3:1])[CH2:33][CH2:34][CH3:35])=[O:7])[CH2:9][C:10]=3[S:32][C:15]=2[N:16]=[CH:17][N:18]=1. The catalyst class is: 66. (5) Reactant: [Br:1][C:2]1[CH:3]=[C:4]([CH3:33])[CH:5]=[C:6]2[C:11]=1[N:10]=[CH:9][N:8]([N:12]([C:20]1[CH:25]=[C:24]([Cl:26])[CH:23]=[CH:22][C:21]=1[S:27]([CH2:30][CH3:31])(=[O:29])=[O:28])C(=O)OC(C)(C)C)[C:7]2=[O:32].C(O)(C(F)(F)F)=O. The catalyst class is: 2. Product: [Br:1][C:2]1[CH:3]=[C:4]([CH3:33])[CH:5]=[C:6]2[C:11]=1[N:10]=[CH:9][N:8]([NH:12][C:20]1[CH:25]=[C:24]([Cl:26])[CH:23]=[CH:22][C:21]=1[S:27]([CH2:30][CH3:31])(=[O:28])=[O:29])[C:7]2=[O:32].